The task is: Predict the reactants needed to synthesize the given product.. This data is from Full USPTO retrosynthesis dataset with 1.9M reactions from patents (1976-2016). (1) Given the product [CH:24]1([NH:31][C:18]([NH:17][C:3]2[CH:4]=[C:5]([B:8]3[O:9][C:10]([CH3:15])([CH3:16])[C:11]([CH3:14])([CH3:13])[O:12]3)[CH:6]=[CH:7][C:2]=2[F:1])=[O:19])[CH2:30][CH2:29][CH2:28][CH2:27][CH2:26][CH2:25]1, predict the reactants needed to synthesize it. The reactants are: [F:1][C:2]1[CH:7]=[CH:6][C:5]([B:8]2[O:12][C:11]([CH3:14])([CH3:13])[C:10]([CH3:16])([CH3:15])[O:9]2)=[CH:4][C:3]=1[NH:17][C:18](=O)[O:19]C(C)=C.[CH:24]1([NH2:31])[CH2:30][CH2:29][CH2:28][CH2:27][CH2:26][CH2:25]1.CN1CCCC1. (2) The reactants are: [CH3:1][C:2]1[CH:6]=[C:5]([CH2:7][C:8]([O:10][CH2:11][CH3:12])=[O:9])[O:4][N:3]=1.Br[CH2:14][CH2:15]Br.[OH-].[Na+]. Given the product [CH3:1][C:2]1[CH:6]=[C:5]([C:7]2([C:8]([O:10][CH2:11][CH3:12])=[O:9])[CH2:15][CH2:14]2)[O:4][N:3]=1, predict the reactants needed to synthesize it. (3) Given the product [CH2:1]([O:8][C:9]1[CH:10]=[CH:11][C:12]([CH:13]([C:14]#[N:15])[C:22]([O:23][CH2:24][CH3:25])=[O:26])=[CH:16][CH:17]=1)[C:2]1[CH:3]=[CH:4][CH:5]=[CH:6][CH:7]=1, predict the reactants needed to synthesize it. The reactants are: [CH2:1]([O:8][C:9]1[CH:17]=[CH:16][C:12]([CH2:13][C:14]#[N:15])=[CH:11][CH:10]=1)[C:2]1[CH:7]=[CH:6][CH:5]=[CH:4][CH:3]=1.[O-]CC.[Na+].[C:22](=O)([O:26]CC)[O:23][CH2:24][CH3:25].